Dataset: Forward reaction prediction with 1.9M reactions from USPTO patents (1976-2016). Task: Predict the product of the given reaction. The product is: [CH3:1][N:2]1[C:6]([C:22]2[CH:34]=[N:33][C:32]3[C:31]4[C:26](=[C:27]([C:36]([O:38][CH3:39])=[O:37])[CH:28]=[CH:29][C:30]=4[F:35])[NH:25][C:24]=3[CH:23]=2)=[C:5]([CH3:20])[N:4]=[N:3]1. Given the reactants [CH3:1][N:2]1[C:6]([Sn](CCCC)(CCCC)CCCC)=[C:5]([CH3:20])[N:4]=[N:3]1.Br[C:22]1[CH:34]=[N:33][C:32]2[C:31]3[C:26](=[C:27]([C:36]([O:38][CH3:39])=[O:37])[CH:28]=[CH:29][C:30]=3[F:35])[NH:25][C:24]=2[CH:23]=1, predict the reaction product.